From a dataset of Reaction yield outcomes from USPTO patents with 853,638 reactions. Predict the reaction yield, written as a fraction of the theoretical maximum amount of product (1.0 means a 100% yield; for example, 0.34 means a 34% yield). (1) The reactants are [C:1]([C:3]1[C:4]([C:9]2[CH:14]=[CH:13][CH:12]=[CH:11][CH:10]=2)=[N:5][O:6][C:7]=1[CH3:8])#[CH:2].I[C:16]1[CH:25]=[CH:24][CH:23]=[CH:22][C:17]=1[C:18]([O:20][CH3:21])=[O:19]. No catalyst specified. The product is [CH3:21][O:20][C:18](=[O:19])[C:17]1[CH:22]=[CH:23][CH:24]=[CH:25][C:16]=1[C:2]#[C:1][C:3]1[C:4]([C:9]2[CH:14]=[CH:13][CH:12]=[CH:11][CH:10]=2)=[N:5][O:6][C:7]=1[CH3:8]. The yield is 0.820. (2) The reactants are [N+:1]([C:4]1[CH:16]=[CH:15][C:7]([CH2:8][C:9]2[CH:14]=[CH:13][N:12]=[CH:11][CH:10]=2)=[CH:6][CH:5]=1)([O-])=O. The catalyst is CCO.[Pd]. The product is [N:12]1[CH:13]=[CH:14][C:9]([CH2:8][C:7]2[CH:6]=[CH:5][C:4]([NH2:1])=[CH:16][CH:15]=2)=[CH:10][CH:11]=1. The yield is 0.900. (3) The reactants are Br[C:2]1[CH:15]=[N:14][C:5]2[NH:6][C:7]3[CH2:8][CH2:9][CH2:10][C:11](=[O:13])[C:12]=3[C:4]=2[CH:3]=1.[N:16]1[CH:21]=[CH:20][CH:19]=[C:18](B(O)O)[CH:17]=1.C(=O)([O-])[O-].[Na+].[Na+].Cl. The catalyst is O.C(O)C.C1(C)C=CC=CC=1. The product is [N:16]1[CH:21]=[CH:20][CH:19]=[C:18]([C:2]2[CH:15]=[N:14][C:5]3[NH:6][C:7]4[CH2:8][CH2:9][CH2:10][C:11](=[O:13])[C:12]=4[C:4]=3[CH:3]=2)[CH:17]=1. The yield is 0.620. (4) The reactants are [F:1][C:2]1[CH:7]=[CH:6][CH:5]=[CH:4][C:3]=1[C@H:8]([N:10]([CH2:33][C:34]1[CH:39]=[CH:38][C:37]([C:40]([O:42][CH3:43])=[O:41])=[CH:36][CH:35]=1)[C:11]([C@@H:13]1[CH2:22][C:21]2[C:16](=[CH:17][CH:18]=[CH:19][CH:20]=2)[CH2:15][N:14]1C(OCC1C=CC=CC=1)=O)=[O:12])[CH3:9]. The catalyst is CO.[Pd]. The product is [F:1][C:2]1[CH:7]=[CH:6][CH:5]=[CH:4][C:3]=1[C@H:8]([N:10]([CH2:33][C:34]1[CH:35]=[CH:36][C:37]([C:40]([O:42][CH3:43])=[O:41])=[CH:38][CH:39]=1)[C:11]([C@@H:13]1[CH2:22][C:21]2[C:16](=[CH:17][CH:18]=[CH:19][CH:20]=2)[CH2:15][NH:14]1)=[O:12])[CH3:9]. The yield is 0.920. (5) The reactants are [F:1][C:2]([F:28])([F:27])[CH:3]([C:18]1[CH:23]=[C:22]([Cl:24])[C:21]([Cl:25])=[C:20]([Cl:26])[CH:19]=1)/[CH:4]=[CH:5]/[C:6]1[CH:11]=[CH:10][C:9]([CH2:12][NH2:13])=[C:8]([C:14]([F:17])([F:16])[F:15])[CH:7]=1.[N:29]1[CH:34]=[CH:33][CH:32]=[CH:31][C:30]=1[CH:35]=O.[BH4-].[Na+]. The catalyst is CO. The product is [N:29]1[CH:34]=[CH:33][CH:32]=[CH:31][C:30]=1[CH2:35][NH:13][CH2:12][C:9]1[CH:10]=[CH:11][C:6](/[CH:5]=[CH:4]/[CH:3]([C:18]2[CH:19]=[C:20]([Cl:26])[C:21]([Cl:25])=[C:22]([Cl:24])[CH:23]=2)[C:2]([F:1])([F:27])[F:28])=[CH:7][C:8]=1[C:14]([F:16])([F:17])[F:15]. The yield is 0.400.